This data is from Forward reaction prediction with 1.9M reactions from USPTO patents (1976-2016). The task is: Predict the product of the given reaction. (1) Given the reactants [NH:1]([C:3]1[N:8]([CH2:9][CH:10]([CH3:12])[CH3:11])[C:7](=[O:13])[NH:6][C:5](=[O:14])[CH:4]=1)[NH2:2].[Cl:15][C:16]1[CH:17]=[C:18]2[C:23](=[CH:24][CH:25]=1)[N:22]=[CH:21][CH:20]=[C:19]2[CH:26]=O.[CH3:28][N:29]1[CH:33]=[N:32][N:31]=[C:30]1[CH:34]=O, predict the reaction product. The product is: [Cl:15][C:16]1[CH:17]=[C:18]2[C:23](=[CH:24][CH:25]=1)[N:22]=[CH:21][CH:20]=[C:19]2[CH2:26][N:2]1[C:34]([C:30]2[N:29]([CH3:28])[CH:33]=[N:32][N:31]=2)=[C:4]2[C:3]([N:8]([CH2:9][CH:10]([CH3:11])[CH3:12])[C:7](=[O:13])[NH:6][C:5]2=[O:14])=[N:1]1. (2) Given the reactants S(=O)(=O)(O)O.[N:6]1([C:12]2[CH:13]=[CH:14][C:15]3[N:16]([C:18]([C:21]4[N:22]=[C:23](N)[S:24][CH:25]=4)=[N:19][N:20]=3)[N:17]=2)[CH2:11][CH2:10][CH2:9][CH2:8][CH2:7]1.[Br-:27].[Na+].N([O-])=O.[Na+], predict the reaction product. The product is: [Br:27][C:23]1[S:24][CH:25]=[C:21]([C:18]2[N:16]3[N:17]=[C:12]([N:6]4[CH2:11][CH2:10][CH2:9][CH2:8][CH2:7]4)[CH:13]=[CH:14][C:15]3=[N:20][N:19]=2)[N:22]=1. (3) Given the reactants [C:1]1([NH:7][C:8]2[C:9]([NH2:14])=[CH:10][CH:11]=[CH:12][CH:13]=2)[CH:6]=[CH:5][CH:4]=[CH:3][CH:2]=1.[C:15](O)(=O)C.C(N)=N, predict the reaction product. The product is: [C:1]1([N:7]2[C:8]3[CH:13]=[CH:12][CH:11]=[CH:10][C:9]=3[N:14]=[CH:15]2)[CH:2]=[CH:3][CH:4]=[CH:5][CH:6]=1. (4) Given the reactants [C:1]1(C)C=CC=CC=1.N1CCCCC1.[C:14]([C:18]1[CH:19]=[C:20]([C:26]2[CH:27]=[C:28]3[C:33](=[CH:34][CH:35]=2)[CH:32]=[C:31](C=O)[CH:30]=[CH:29]3)[CH:21]=[CH:22][C:23]=1[O:24][CH3:25])([CH3:17])([CH3:16])[CH3:15].[S:38]1[CH2:42][C:41](=[O:43])[NH:40][C:39]1=[O:44], predict the reaction product. The product is: [C:14]([C:18]1[CH:19]=[C:20]([C:26]2[CH:27]=[C:28]3[C:33](=[CH:34][CH:35]=2)[CH:32]=[C:31]([N:40]2[C:41](=[O:43])[C:42](=[CH2:1])[S:38][C:39]2=[O:44])[CH:30]=[CH:29]3)[CH:21]=[CH:22][C:23]=1[O:24][CH3:25])([CH3:15])([CH3:17])[CH3:16]. (5) Given the reactants Cl[CH:2]([O:4][C:5](=[O:32])[N:6]([C:15]1[CH:20]=[CH:19][C:18]([C:21](=[O:30])[C:22]2[CH:27]=[CH:26][C:25]([Cl:28])=[CH:24][C:23]=2[CH3:29])=[C:17]([Cl:31])[CH:16]=1)[C:7]1[CH:12]=[CH:11][C:10]([F:13])=[CH:9][C:8]=1[CH3:14])[CH3:3].[C:33]([O-:41])(=[O:40])[C:34]1[CH:39]=[CH:38][CH:37]=[N:36][CH:35]=1.C([N+](CCCC)(CCCC)CCCC)CCC, predict the reaction product. The product is: [Cl:31][C:17]1[CH:16]=[C:15]([N:6]([C:7]2[CH:12]=[CH:11][C:10]([F:13])=[CH:9][C:8]=2[CH3:14])[C:5]([O:4][CH:2]([O:41][C:33](=[O:40])[C:34]2[CH:39]=[CH:38][CH:37]=[N:36][CH:35]=2)[CH3:3])=[O:32])[CH:20]=[CH:19][C:18]=1[C:21](=[O:30])[C:22]1[CH:27]=[CH:26][C:25]([Cl:28])=[CH:24][C:23]=1[CH3:29]. (6) Given the reactants Br[C:2]1[CH:3]=[C:4]([CH:7]([N:17]([CH2:27][CH2:28][CH:29]([CH3:31])[CH3:30])[S:18]([C:21]2[CH:26]=[CH:25][CH:24]=[CH:23][CH:22]=2)(=[O:20])=[O:19])[CH2:8][O:9][Si:10]([C:13]([CH3:16])([CH3:15])[CH3:14])([CH3:12])[CH3:11])[S:5][CH:6]=1.[Li]CCCC.CN([CH:40]=[O:41])C, predict the reaction product. The product is: [Si:10]([O:9][CH2:8][CH:7]([N:17]([CH2:27][CH2:28][CH:29]([CH3:31])[CH3:30])[S:18]([C:21]1[CH:26]=[CH:25][CH:24]=[CH:23][CH:22]=1)(=[O:20])=[O:19])[C:4]1[S:5][CH:6]=[C:2]([CH:40]=[O:41])[CH:3]=1)([C:13]([CH3:16])([CH3:15])[CH3:14])([CH3:12])[CH3:11]. (7) Given the reactants C([O:14][C:15]([C:17]1[CH:22]=[CH:21][CH:20]=[CH:19][C:18]=1[N:23]([C:62](=[O:73])[C:63]([O:65][CH2:66][C:67]1[CH:72]=[CH:71][CH:70]=[CH:69][CH:68]=1)=[O:64])[C:24]1[CH:61]=[CH:60][C:27]([CH2:28][C@@H:29]([C:35]([NH:37][CH2:38][CH2:39][CH2:40][CH2:41][O:42][C:43]2[CH:44]=[C:45]([C:54]3[CH:59]=[CH:58][CH:57]=[CH:56][CH:55]=3)[CH:46]=[C:47]([OH:53])[C:48]=2[C:49]([O:51][CH3:52])=[O:50])=[O:36])[NH:30][C:31]([O:33][CH3:34])=[O:32])=[CH:26][CH:25]=1)=O)(C1C=CC=CC=1)C1C=CC=CC=1, predict the reaction product. The product is: [C:15](=[C:17]1[CH:22]=[CH:21][CH:20]=[CH:19][CH:18]1[N:23]([C:62](=[O:73])[C:63]([O:65][CH2:66][C:67]1[CH:72]=[CH:71][CH:70]=[CH:69][CH:68]=1)=[O:64])[C:24]1[CH:25]=[CH:26][C:27]([CH2:28][C@@H:29]([C:35]([NH:37][CH2:38][CH2:39][CH2:40][CH2:41][O:42][C:43]2[CH:44]=[C:45]([C:54]3[CH:59]=[CH:58][CH:57]=[CH:56][CH:55]=3)[CH:46]=[C:47]([OH:53])[C:48]=2[C:49]([O:51][CH3:52])=[O:50])=[O:36])[NH:30][C:31]([O:33][CH3:34])=[O:32])=[CH:60][CH:61]=1)=[O:14]. (8) Given the reactants [NH2:1][CH:2]([C:11]1[CH:16]=[CH:15][CH:14]=[CH:13][CH:12]=1)[C:3]1([N:8]([CH3:10])[CH3:9])[CH2:7][CH2:6][CH2:5][CH2:4]1.[C:17]1([C:23]2[S:27][C:26]([C:28](O)=[O:29])=[CH:25][CH:24]=2)[CH:22]=[CH:21][CH:20]=[CH:19][CH:18]=1, predict the reaction product. The product is: [CH3:9][N:8]([CH3:10])[C:3]1([CH:2]([C:11]2[CH:12]=[CH:13][CH:14]=[CH:15][CH:16]=2)[NH:1][C:28]([C:26]2[S:27][C:23]([C:17]3[CH:18]=[CH:19][CH:20]=[CH:21][CH:22]=3)=[CH:24][CH:25]=2)=[O:29])[CH2:7][CH2:6][CH2:5][CH2:4]1. (9) Given the reactants [CH3:1][C:2]1[CH:3]=[C:4]([NH:8][C:9](=[O:29])[O:10][CH2:11][C@H:12]2[CH2:16][C@@H:15]([NH:17][S:18]([C:21]3[CH:26]=[C:25]([Br:27])[CH:24]=[CH:23][C:22]=3[Br:28])(=[O:20])=[O:19])[CH2:14][NH:13]2)[CH:5]=[CH:6][CH:7]=1.C[CH2:31][N:32](C(C)C)C(C)C.BrC#N.C(O)C(N)(CO)CO, predict the reaction product. The product is: [CH3:1][C:2]1[CH:3]=[C:4]([NH:8][C:9](=[O:29])[O:10][CH2:11][C@H:12]2[CH2:16][C@@H:15]([NH:17][S:18]([C:21]3[CH:26]=[C:25]([Br:27])[CH:24]=[CH:23][C:22]=3[Br:28])(=[O:20])=[O:19])[CH2:14][N:13]2[C:31]#[N:32])[CH:5]=[CH:6][CH:7]=1.